From a dataset of Forward reaction prediction with 1.9M reactions from USPTO patents (1976-2016). Predict the product of the given reaction. Given the reactants Cl[C:2]1[N:11]=[C:10]([NH:12][CH3:13])[C:9]2[C:4](=[CH:5][CH:6]=[C:7]([Cl:14])[CH:8]=2)[N:3]=1.[CH:15]([N:18]([CH:21]([CH3:23])C)[CH2:19][CH3:20])(C)C.[NH:24]1CCCNC[CH2:25]1, predict the reaction product. The product is: [Cl:14][C:7]1[CH:8]=[C:9]2[C:4](=[CH:5][CH:6]=1)[N:3]=[C:2]([N:24]1[CH2:25][CH2:23][CH2:21][N:18]([CH3:15])[CH2:19][CH2:20]1)[N:11]=[C:10]2[NH:12][CH3:13].